This data is from Full USPTO retrosynthesis dataset with 1.9M reactions from patents (1976-2016). The task is: Predict the reactants needed to synthesize the given product. (1) Given the product [SH:47][C:2]1([C:14]2[N:15]=[CH:16][N:17]([C:19]([C:32]3[CH:37]=[CH:36][CH:35]=[CH:34][CH:33]=3)([C:26]3[CH:31]=[CH:30][CH:29]=[CH:28][CH:27]=3)[C:20]3[CH:25]=[CH:24][CH:23]=[CH:22][CH:21]=3)[CH:18]=2)[CH2:11][CH2:10][CH2:9][C:8]2[CH:7]=[C:6]([C:12]#[N:13])[CH:5]=[CH:4][C:3]1=2, predict the reactants needed to synthesize it. The reactants are: O[C:2]1([C:14]2[N:15]=[CH:16][N:17]([C:19]([C:32]3[CH:37]=[CH:36][CH:35]=[CH:34][CH:33]=3)([C:26]3[CH:31]=[CH:30][CH:29]=[CH:28][CH:27]=3)[C:20]3[CH:25]=[CH:24][CH:23]=[CH:22][CH:21]=3)[CH:18]=2)[CH2:11][CH2:10][CH2:9][C:8]2[CH:7]=[C:6]([C:12]#[N:13])[CH:5]=[CH:4][C:3]1=2.COC1C=CC(P2(=S)SP(=S)(C3C=CC(OC)=CC=3)[S:47]2)=CC=1. (2) Given the product [CH2:9]([S:8][C:5]1[CH:6]=[CH:7][C:2]([NH:1][C:33]2[C:34]([O:36][CH3:37])=[CH:35][C:30]([C:26]3[CH:27]=[CH:28][CH:29]=[C:24]([Cl:23])[CH:25]=3)=[CH:31][C:32]=2[F:39])=[C:3](/[CH:16]=[CH:17]/[C:18]([O:20][CH2:21][CH3:22])=[O:19])[CH:4]=1)[C:10]1[CH:15]=[CH:14][CH:13]=[CH:12][CH:11]=1, predict the reactants needed to synthesize it. The reactants are: [NH2:1][C:2]1[CH:7]=[CH:6][C:5]([S:8][CH2:9][C:10]2[CH:15]=[CH:14][CH:13]=[CH:12][CH:11]=2)=[CH:4][C:3]=1/[CH:16]=[CH:17]/[C:18]([O:20][CH2:21][CH3:22])=[O:19].[Cl:23][C:24]1[CH:25]=[C:26]([C:30]2[CH:35]=[C:34]([O:36][CH3:37])[C:33](I)=[C:32]([F:39])[CH:31]=2)[CH:27]=[CH:28][CH:29]=1.C(=O)([O-])[O-].[Cs+].[Cs+]. (3) Given the product [CH3:8][O:9][CH2:10][CH2:11][N:12]1[CH:6]([C:2]2[S:1][CH:5]=[CH:4][CH:3]=2)[CH:14]([C:13]([N:25]2[CH2:30][CH2:29][CH:28]([C:31]([O:33][CH2:34][CH3:35])=[O:32])[CH2:27][CH2:26]2)=[O:24])[C:15]2[C:16](=[CH:20][CH:21]=[CH:22][CH:23]=2)[C:17]1=[O:19], predict the reactants needed to synthesize it. The reactants are: [S:1]1[CH:5]=[CH:4][CH:3]=[C:2]1[CH:6]=O.[CH3:8][O:9][CH2:10][CH2:11][NH2:12].[C:13]1(=[O:24])[O:19][C:17](=O)[C:16]2=[CH:20][CH:21]=[CH:22][CH:23]=[C:15]2[CH2:14]1.[NH:25]1[CH2:30][CH2:29][CH:28]([C:31]([O:33][CH2:34][CH3:35])=[O:32])[CH2:27][CH2:26]1. (4) Given the product [CH3:8][CH2:7][CH2:6][CH2:5][CH2:4][CH2:3][CH2:2][CH2:1][C:19](=[O:23])[CH2:11][CH2:12][CH2:13][CH2:14][CH2:15][CH2:16][CH2:17][CH3:18], predict the reactants needed to synthesize it. The reactants are: [CH2:1]([Mg]Br)[CH2:2][CH2:3][CH2:4][CH2:5][CH2:6][CH2:7][CH3:8].[CH2:11]([C:19]#N)[CH2:12][CH2:13][CH2:14][CH2:15][CH2:16][CH2:17][CH3:18].C([O:23]CC)C. (5) Given the product [Br:25][C:26]1[CH:27]=[C:28]([C:38]([OH:40])=[O:39])[S:29][C:30]=1[C:31]1[CH:36]=[CH:35][CH:34]=[C:33]([Cl:37])[CH:32]=1, predict the reactants needed to synthesize it. The reactants are: ClC1C=C(C2SC(C(O)=O)=CC=2C2C=CC=C(C#N)C=2)C=C(F)C=1.[Br:25][C:26]1[CH:27]=[C:28]([C:38]([O:40]CC)=[O:39])[S:29][C:30]=1[C:31]1[CH:36]=[CH:35][CH:34]=[C:33]([Cl:37])[CH:32]=1. (6) The reactants are: Cl.[CH2:2]([O:9][NH2:10])[C:3]1[CH:8]=[CH:7][CH:6]=[CH:5][CH:4]=1.[C:11]1(C)C=CC=CC=1.C=O.[OH-].[Na+]. Given the product [CH2:2]([O:9][N:10]=[CH2:11])[C:3]1[CH:8]=[CH:7][CH:6]=[CH:5][CH:4]=1, predict the reactants needed to synthesize it.